Regression. Given two drug SMILES strings and cell line genomic features, predict the synergy score measuring deviation from expected non-interaction effect. From a dataset of NCI-60 drug combinations with 297,098 pairs across 59 cell lines. (1) Drug 1: COC1=NC(=NC2=C1N=CN2C3C(C(C(O3)CO)O)O)N. Drug 2: CC1=C2C(C(=O)C3(C(CC4C(C3C(C(C2(C)C)(CC1OC(=O)C(C(C5=CC=CC=C5)NC(=O)C6=CC=CC=C6)O)O)OC(=O)C7=CC=CC=C7)(CO4)OC(=O)C)O)C)OC(=O)C. Cell line: SK-MEL-5. Synergy scores: CSS=-8.15, Synergy_ZIP=-5.13, Synergy_Bliss=-15.0, Synergy_Loewe=-44.1, Synergy_HSA=-18.4. (2) Drug 2: C1C(C(OC1N2C=NC(=NC2=O)N)CO)O. Drug 1: CS(=O)(=O)OCCCCOS(=O)(=O)C. Cell line: ACHN. Synergy scores: CSS=16.8, Synergy_ZIP=-4.87, Synergy_Bliss=3.11, Synergy_Loewe=-18.5, Synergy_HSA=4.81.